Dataset: Catalyst prediction with 721,799 reactions and 888 catalyst types from USPTO. Task: Predict which catalyst facilitates the given reaction. (1) Reactant: [CH2:1]([Mg]Br)[CH2:2][CH2:3][CH3:4].F[C:8]1[C:17]2[C:12](=[CH:13][CH:14]=[CH:15][CH:16]=2)[CH:11]=[CH:10][C:9]=1[C:18]([OH:20])=[O:19].O.Cl. Product: [CH2:1]([C:8]1[C:17]2[C:12](=[CH:13][CH:14]=[CH:15][CH:16]=2)[CH:11]=[CH:10][C:9]=1[C:18]([OH:20])=[O:19])[CH2:2][CH2:3][CH3:4]. The catalyst class is: 1. (2) Reactant: [OH:1][C:2]1[CH:11]=[C:10]2[C:5]([C:6]([O:12][C:13]3[CH:14]=[C:15]4[C:19](=[CH:20][CH:21]=3)[NH:18][C:17]([CH3:22])=[CH:16]4)=[N:7][CH:8]=[N:9]2)=[CH:4][CH:3]=1.C1(P(C2C=CC=CC=2)C2C=CC=CC=2)C=CC=CC=1.O[CH2:43][CH:44]1[CH2:49][CH2:48][N:47]([C:50]([O:52][C:53]([CH3:56])([CH3:55])[CH3:54])=[O:51])[CH2:46][CH2:45]1.N(C(OC(C)C)=O)=NC(OC(C)C)=O. Product: [C:53]([O:52][C:50]([N:47]1[CH2:48][CH2:49][CH:44]([CH2:43][O:1][C:2]2[CH:11]=[C:10]3[C:5]([C:6]([O:12][C:13]4[CH:14]=[C:15]5[C:19](=[CH:20][CH:21]=4)[NH:18][C:17]([CH3:22])=[CH:16]5)=[N:7][CH:8]=[N:9]3)=[CH:4][CH:3]=2)[CH2:45][CH2:46]1)=[O:51])([CH3:56])([CH3:54])[CH3:55]. The catalyst class is: 2.